This data is from Acute oral toxicity (LD50) regression data from Zhu et al.. The task is: Regression/Classification. Given a drug SMILES string, predict its toxicity properties. Task type varies by dataset: regression for continuous values (e.g., LD50, hERG inhibition percentage) or binary classification for toxic/non-toxic outcomes (e.g., AMES mutagenicity, cardiotoxicity, hepatotoxicity). Dataset: ld50_zhu. (1) The drug is CCCSP(=O)(OCC)Oc1ccccc1. The rat oral LD50 is 2.95, given as -log10 of the dose in mol/kg body weight (higher means more acutely toxic). (2) The drug is C=CC(=O)OCC(CC)(COC(=O)C=C)COC(=O)C=C. The rat oral LD50 is 1.72, given as -log10 of the dose in mol/kg body weight (higher means more acutely toxic). (3) The molecule is O=C(Cc1ccc(-c2ccccc2)cc1)Nc1ccccn1. The rat oral LD50 is 2.19, given as -log10 of the dose in mol/kg body weight (higher means more acutely toxic). (4) The rat oral LD50 is 2.78, given as -log10 of the dose in mol/kg body weight (higher means more acutely toxic). The compound is C=C(Cl)C(OC(C)=O)OC(C)=O.